From a dataset of Hepatocyte clearance measurements from AstraZeneca. Regression/Classification. Given a drug SMILES string, predict its absorption, distribution, metabolism, or excretion properties. Task type varies by dataset: regression for continuous measurements (e.g., permeability, clearance, half-life) or binary classification for categorical outcomes (e.g., BBB penetration, CYP inhibition). For this dataset (clearance_hepatocyte_az), we predict log10(clearance) (log10 of the in vitro intrinsic clearance, CLint, in uL/min per 10^6 hepatocytes; values are censored to the assay range of 3 to 150, which is 0.477 to 2.18 on this log10 scale). (1) The molecule is O=C(O)C[C@H](O)C[C@H](O)/C=C/c1c(C2CC2)nc2ccccc2c1-c1ccc(F)cc1. The log10(clearance) is 1.16. (2) The compound is Nc1c2c(nc3ccccc13)CCCC2. The log10(clearance) is 1.14.